This data is from Full USPTO retrosynthesis dataset with 1.9M reactions from patents (1976-2016). The task is: Predict the reactants needed to synthesize the given product. (1) Given the product [CH:1]1([C:4]2[C:15]3[O:14][C:11]4([CH2:13][CH2:12]4)[CH2:10][C:9]([CH3:16])([CH3:17])[C:8]=3[CH:7]=[C:6]([C:18]#[CH:19])[CH:5]=2)[CH2:3][CH2:2]1, predict the reactants needed to synthesize it. The reactants are: [CH:1]1([C:4]2[C:15]3[O:14][C:11]4([CH2:13][CH2:12]4)[CH2:10][C:9]([CH3:17])([CH3:16])[C:8]=3[CH:7]=[C:6]([C:18]#[C:19][Si](C)(C)C)[CH:5]=2)[CH2:3][CH2:2]1.CO.C(=O)([O-])[O-].[K+].[K+].C(OCC)(=O)C. (2) The reactants are: [Cl:1][C:2]1[CH:3]=[N:4][C:5]2[CH:6]=[CH:7][C:8](=[O:29])[N:9]([CH3:28])[C:10]=2[C:11]=1[CH2:12][CH2:13][N:14]1[CH2:18][C@@H:17]([OH:19])[C@@H:16]([CH2:20][NH:21]C(=O)C(F)(F)F)[CH2:15]1.[O:30]=[C:31]1[CH2:36][S:35][C:34]2[CH:37]=[CH:38][C:39]([CH:41]=O)=[N:40][C:33]=2[NH:32]1. Given the product [ClH:1].[ClH:1].[Cl:1][C:2]1[CH:3]=[N:4][C:5]2[CH:6]=[CH:7][C:8](=[O:29])[N:9]([CH3:28])[C:10]=2[C:11]=1[CH2:12][CH2:13][N:14]1[CH2:18][C@@H:17]([OH:19])[C@@H:16]([CH2:20][NH:21][CH2:41][C:39]2[CH:38]=[CH:37][C:34]3[S:35][CH2:36][C:31](=[O:30])[NH:32][C:33]=3[N:40]=2)[CH2:15]1, predict the reactants needed to synthesize it. (3) Given the product [ClH:17].[NH2:1][C:2]1[S:3][CH:4]=[C:5]([C:7](=[N:11][O:12][C:13](=[O:15])[CH3:14])[C:8]([Cl:17])=[O:9])[N:6]=1, predict the reactants needed to synthesize it. The reactants are: [NH2:1][C:2]1[S:3][CH:4]=[C:5]([C:7](=[N:11][O:12][C:13](=[O:15])[CH3:14])[C:8](O)=[O:9])[N:6]=1.P(Cl)(Cl)(Cl)(Cl)[Cl:17].